Dataset: Reaction yield outcomes from USPTO patents with 853,638 reactions. Task: Predict the reaction yield, written as a fraction of the theoretical maximum amount of product (1.0 means a 100% yield; for example, 0.34 means a 34% yield). (1) The reactants are C(O[C:4]([N:6]=[C:7]=[S:8])=[O:5])C.C(OC([C:14]1[NH:15][CH:16]=[CH:17][C:18]=1[NH:19][CH2:20][CH2:21][CH2:22][CH3:23])=O)C.[OH-].[K+].Cl. The catalyst is C1(C)C=CC=CC=1.O. The product is [CH2:20]([N:19]1[C:18]2[CH:17]=[CH:16][NH:15][C:14]=2[C:7](=[S:8])[NH:6][C:4]1=[O:5])[CH2:21][CH2:22][CH3:23]. The yield is 0.0600. (2) The reactants are C[Al](C)C.[CH3:5][N:6]1[CH2:11][CH2:10][N:9]([C:12]2[S:16][C:15]([C:17]([O:19]CC)=O)=[CH:14][CH:13]=2)[CH2:8][CH2:7]1.[CH3:22][O:23][C:24]1[CH:25]=[C:26]([CH2:32][CH2:33][C:34]2[CH:35]=[C:36]([NH2:39])[NH:37][N:38]=2)[CH:27]=[C:28]([O:30][CH3:31])[CH:29]=1.C(C(C(C([O-])=O)O)O)([O-])=O.[Na+].[K+]. The catalyst is C1(C)C=CC=CC=1.O.C(OCC)(=O)C. The product is [CH3:31][O:30][C:28]1[CH:27]=[C:26]([CH2:32][CH2:33][C:34]2[CH:35]=[C:36]([NH:39][C:17]([C:15]3[S:16][C:12]([N:9]4[CH2:8][CH2:7][N:6]([CH3:5])[CH2:11][CH2:10]4)=[CH:13][CH:14]=3)=[O:19])[NH:37][N:38]=2)[CH:25]=[C:24]([O:23][CH3:22])[CH:29]=1. The yield is 0.338. (3) The reactants are [N:1]1[CH:6]=[CH:5][CH:4]=[CH:3][C:2]=1[N:7]1[CH2:12][CH2:11][NH:10][CH2:9][CH2:8]1.C=O.[CH:15]1([C:21]([NH2:23])=[O:22])[CH2:20][CH2:19][CH2:18][CH2:17][CH2:16]1.[C:24](=O)([O-])[O-].[K+].[K+]. The catalyst is C(O)C. The product is [N:1]1[CH:6]=[CH:5][CH:4]=[CH:3][C:2]=1[N:7]1[CH2:8][CH2:9][N:10]([CH2:24][NH:23][C:21]([CH:15]2[CH2:20][CH2:19][CH2:18][CH2:17][CH2:16]2)=[O:22])[CH2:11][CH2:12]1. The yield is 0.660. (4) The reactants are C(S([C:11]1[C:12]2[CH:19]=[CH:18][N:17]([C@H:20]3[CH2:36][C@@H:23]4[O:24][CH:25]([C:28]5[CH:33]=[CH:32][C:31]([O:34][CH3:35])=[CH:30][CH:29]=5)[O:26][CH2:27][C@@H:22]4[CH2:21]3)[C:13]=2[N:14]=[CH:15][N:16]=1)(=O)=O)C1C=CC=CC=1.[NH2:37][C@H:38]1[C:46]2[C:41](=[CH:42][CH:43]=[CH:44][CH:45]=2)[CH2:40][CH2:39]1.CCN(C(C)C)C(C)C. The catalyst is C(O)C. The product is [C@H:38]1([NH:37][C:11]2[C:12]3[CH:19]=[CH:18][N:17]([C@H:20]4[CH2:36][C@@H:23]5[O:24][CH:25]([C:28]6[CH:33]=[CH:32][C:31]([O:34][CH3:35])=[CH:30][CH:29]=6)[O:26][CH2:27][C@@H:22]5[CH2:21]4)[C:13]=3[N:14]=[CH:15][N:16]=2)[C:46]2[C:41](=[CH:42][CH:43]=[CH:44][CH:45]=2)[CH2:40][CH2:39]1. The yield is 0.730. (5) The reactants are Cl[C:2]1[N:3]=[CH:4][C:5]([O:11][CH3:12])=[C:6]2[C:10]=1[NH:9][CH:8]=[CH:7]2.[NH:13]1[CH:17]=[N:16][CH:15]=[N:14]1.[OH-].[K+]. The catalyst is CO.[Cu]. The product is [CH3:12][O:11][C:5]1[CH:4]=[N:3][C:2]([N:13]2[CH:17]=[N:16][CH:15]=[N:14]2)=[C:10]2[C:6]=1[CH:7]=[CH:8][NH:9]2. The yield is 0.580.